Predict the reaction yield, written as a fraction of the theoretical maximum amount of product (1.0 means a 100% yield; for example, 0.34 means a 34% yield). From a dataset of Reaction yield outcomes from USPTO patents with 853,638 reactions. (1) The reactants are C([O:8][C:9]1[C:14]2[CH:15]=[C:16]([C:18]3[N:19]=[C:20]4[N:24]([CH:25]=3)[N:23]=[C:22]([O:26][CH3:27])[S:21]4)[O:17][C:13]=2[CH:12]=[C:11]([O:28][CH3:29])[CH:10]=1)C1C=CC=CC=1.CC1C(C)=C(C)C(C)=C(C)C=1. The catalyst is ClCCl. The product is [CH3:29][O:28][C:11]1[CH:12]=[C:13]2[O:17][C:16]([C:18]3[N:19]=[C:20]4[N:24]([CH:25]=3)[N:23]=[C:22]([O:26][CH3:27])[S:21]4)=[CH:15][C:14]2=[C:9]([OH:8])[CH:10]=1. The yield is 0.800. (2) The reactants are [NH:1]([CH:3]1[CH2:6][N:5]([C:7]([O:9][C:10]([CH3:13])([CH3:12])[CH3:11])=[O:8])[CH2:4]1)[NH2:2].C(O)(=O)C.CN(C)/[CH:20]=[CH:21]/[C:22]([C:24]1[CH:29]=[C:28]([C:30]([F:33])([F:32])[F:31])[CH:27]=[CH:26][C:25]=1[OH:34])=O. The catalyst is C(O)C. The product is [F:31][C:30]([F:32])([F:33])[C:28]1[CH:27]=[CH:26][C:25]([OH:34])=[C:24]([C:22]2[N:1]([CH:3]3[CH2:4][N:5]([C:7]([O:9][C:10]([CH3:13])([CH3:12])[CH3:11])=[O:8])[CH2:6]3)[N:2]=[CH:20][CH:21]=2)[CH:29]=1. The yield is 0.640. (3) The yield is 0.980. The catalyst is O1CCCC1. The reactants are C[O:2][C:3](=[O:21])[CH:4]([C:11]1[CH:16]=[CH:15][C:14]([Cl:17])=[C:13]([N+:18]([O-:20])=[O:19])[CH:12]=1)[CH2:5][CH:6]1[CH2:10][CH2:9][CH2:8][CH2:7]1.[OH-].[Li+]. The product is [Cl:17][C:14]1[CH:15]=[CH:16][C:11]([CH:4]([CH2:5][CH:6]2[CH2:10][CH2:9][CH2:8][CH2:7]2)[C:3]([OH:21])=[O:2])=[CH:12][C:13]=1[N+:18]([O-:20])=[O:19]. (4) The reactants are [C-:1]#[N:2].[Na+].[NH2:4][C:5]1[CH:10]=[CH:9][C:8]([CH3:11])=[CH:7][CH:6]=1.[C:12]1(=O)[CH2:17][CH2:16][CH2:15][CH2:14][CH2:13]1.C(OCC)(=O)C. The product is [CH3:11][C:8]1[CH:9]=[CH:10][C:5]([NH:4][C:12]2([C:1]#[N:2])[CH2:17][CH2:16][CH2:15][CH2:14][CH2:13]2)=[CH:6][CH:7]=1. The yield is 0.930. The catalyst is C(O)(=O)C. (5) The catalyst is C1COCC1. The product is [Cl:7][C:8]1[N:13]=[N:12][C:11]([S:14]([CH3:15])(=[O:1])=[O:22])=[C:10]([N:16]2[CH2:17][CH2:18][O:19][CH2:20][CH2:21]2)[CH:9]=1. The reactants are [OH:1]OS([O-])=O.[K+].[Cl:7][C:8]1[N:13]=[N:12][C:11]([S:14][CH3:15])=[C:10]([N:16]2[CH2:21][CH2:20][O:19][CH2:18][CH2:17]2)[CH:9]=1.[OH2:22]. The yield is 0.630.